From a dataset of NCI-60 drug combinations with 297,098 pairs across 59 cell lines. Regression. Given two drug SMILES strings and cell line genomic features, predict the synergy score measuring deviation from expected non-interaction effect. (1) Drug 1: C1=NC2=C(N1)C(=S)N=C(N2)N. Drug 2: CC1=C(C=C(C=C1)NC(=O)C2=CC=C(C=C2)CN3CCN(CC3)C)NC4=NC=CC(=N4)C5=CN=CC=C5. Cell line: OVCAR-4. Synergy scores: CSS=29.6, Synergy_ZIP=3.00, Synergy_Bliss=3.96, Synergy_Loewe=-9.67, Synergy_HSA=3.55. (2) Drug 1: C1=NC2=C(N1)C(=S)N=CN2. Drug 2: C1CCC(C(C1)N)N.C(=O)(C(=O)[O-])[O-].[Pt+4]. Cell line: RPMI-8226. Synergy scores: CSS=52.9, Synergy_ZIP=-2.47, Synergy_Bliss=-1.94, Synergy_Loewe=-1.80, Synergy_HSA=1.47.